From a dataset of Forward reaction prediction with 1.9M reactions from USPTO patents (1976-2016). Predict the product of the given reaction. The product is: [C:13]([O:17][C:18]([N:20]1[CH2:25][CH2:24][N:23]([C:26]2[CH:31]=[CH:30][CH:29]=[CH:28][C:27]=2[C:32]2[CH:37]=[CH:36][C:35]([CH2:38][N:9]3[C:10]4[C:6](=[CH:5][C:4]([F:3])=[CH:12][CH:11]=4)[CH:7]=[CH:8]3)=[CH:34][CH:33]=2)[CH2:22][CH2:21]1)=[O:19])([CH3:16])([CH3:15])[CH3:14]. Given the reactants [OH-].[Na+].[F:3][C:4]1[CH:5]=[C:6]2[C:10](=[CH:11][CH:12]=1)[NH:9][CH:8]=[CH:7]2.[C:13]([O:17][C:18]([N:20]1[CH2:25][CH2:24][N:23]([C:26]2[CH:31]=[CH:30][CH:29]=[CH:28][C:27]=2[C:32]2[CH:37]=[CH:36][C:35]([CH2:38]OS(C)(=O)=O)=[CH:34][CH:33]=2)[CH2:22][CH2:21]1)=[O:19])([CH3:16])([CH3:15])[CH3:14], predict the reaction product.